Dataset: Reaction yield outcomes from USPTO patents with 853,638 reactions. Task: Predict the reaction yield, written as a fraction of the theoretical maximum amount of product (1.0 means a 100% yield; for example, 0.34 means a 34% yield). (1) The reactants are [C:1]([O:5][C:6](=[O:20])[NH:7][C@@H:8]1[C:14](=[O:15])[NH:13][C:12]2[CH:16]=[CH:17][CH:18]=[CH:19][C:11]=2[NH:10][CH2:9]1)([CH3:4])([CH3:3])[CH3:2].[C:21](=O)([O-])[O-].[K+].[K+].IC. The catalyst is CC(C)=O. The product is [C:1]([O:5][C:6](=[O:20])[NH:7][C@H:8]1[CH2:9][N:10]([CH3:21])[C:11]2[CH:19]=[CH:18][CH:17]=[CH:16][C:12]=2[NH:13][C:14]1=[O:15])([CH3:4])([CH3:2])[CH3:3]. The yield is 0.720. (2) The reactants are [OH:1][C@@:2]1([C:9]#[C:10][C:11]2[CH:12]=[C:13]([N:17]3[C:21]4=[N:22][C:23]([C:26]5[CH:27]=[N:28][N:29]([CH3:31])[CH:30]=5)=[CH:24][CH:25]=[C:20]4[C:19]([C:32]([O:34]C)=O)=[N:18]3)[CH:14]=[CH:15][CH:16]=2)[CH2:6][CH2:5][N:4]([CH3:7])[C:3]1=[O:8].[NH3:36]. No catalyst specified. The product is [OH:1][C@@:2]1([C:9]#[C:10][C:11]2[CH:12]=[C:13]([N:17]3[C:21]4=[N:22][C:23]([C:26]5[CH:27]=[N:28][N:29]([CH3:31])[CH:30]=5)=[CH:24][CH:25]=[C:20]4[C:19]([C:32]([NH2:36])=[O:34])=[N:18]3)[CH:14]=[CH:15][CH:16]=2)[CH2:6][CH2:5][N:4]([CH3:7])[C:3]1=[O:8]. The yield is 0.300.